The task is: Predict which catalyst facilitates the given reaction.. This data is from Catalyst prediction with 721,799 reactions and 888 catalyst types from USPTO. (1) Reactant: [CH2:1]([N:3]1[C:12]2[C:7](=[CH:8][C:9]([CH:13]([CH2:16][CH2:17][CH2:18][CH2:19][CH3:20])[CH2:14][OH:15])=[CH:10][CH:11]=2)[C:6]([CH3:22])([CH3:21])[CH2:5][CH2:4]1)[CH3:2].C1(P(C2C=CC=CC=2)C2C=CC=CC=2)C=CC=CC=1.O[C:43]1[CH:52]=[CH:51][C:46]([C:47]([O:49][CH3:50])=[O:48])=[CH:45][CH:44]=1.N(C(OCC)=O)=NC(OCC)=O. Product: [CH2:1]([N:3]1[C:12]2[C:7](=[CH:8][C:9]([CH:13]([CH2:16][CH2:17][CH2:18][CH2:19][CH3:20])[CH2:14][O:15][C:43]3[CH:52]=[CH:51][C:46]([C:47]([O:49][CH3:50])=[O:48])=[CH:45][CH:44]=3)=[CH:10][CH:11]=2)[C:6]([CH3:21])([CH3:22])[CH2:5][CH2:4]1)[CH3:2]. The catalyst class is: 116. (2) Reactant: [CH3:1][C:2]1[CH:11]=[N:10][C:9]2[C:4](=[CH:5][CH:6]=[C:7]([NH2:12])[CH:8]=2)[N:3]=1.[Br:13]Br. Product: [BrH:13].[CH3:1][C:2]1[CH:11]=[N:10][C:9]2[C:4](=[CH:5][CH:6]=[C:7]([NH2:12])[C:8]=2[Br:13])[N:3]=1. The catalyst class is: 15. (3) Reactant: [CH2:1]([O:26][C:27]1[CH:32]=[C:31]([O:33][CH3:34])[C:30]([C:35]([N:37]2[CH2:41][C:40](=[CH2:42])[CH2:39][CH:38]2[CH2:43][OH:44])=[O:36])=[CH:29][C:28]=1[N+:45]([O-])=O)[CH2:2][CH2:3][O:4][C:5]1[CH:10]=[C:9]([O:11][CH3:12])[C:8]([C:13]([N:15]2[CH2:19][C:18](=[CH2:20])[CH2:17][CH:16]2[CH2:21][OH:22])=[O:14])=[CH:7][C:6]=1[N+:23]([O-])=O.O.O.Cl[Sn]Cl.C(Cl)(Cl)Cl.CO. Product: [CH2:3]([O:4][C:5]1[CH:10]=[C:9]([O:11][CH3:12])[C:8]([C:13]([N:15]2[CH2:19][C:18](=[CH2:20])[CH2:17][CH:16]2[CH2:21][OH:22])=[O:14])=[CH:7][C:6]=1[NH2:23])[CH2:2][CH2:1][O:26][C:27]1[CH:32]=[C:31]([O:33][CH3:34])[C:30]([C:35]([N:37]2[CH2:41][C:40](=[CH2:42])[CH2:39][CH:38]2[CH2:43][OH:44])=[O:36])=[CH:29][C:28]=1[NH2:45]. The catalyst class is: 5. (4) Reactant: [Na].[Cl:2][C:3]1[CH:4]=[N:5][CH:6]=[C:7]([Cl:10])[C:8]=1[SH:9].Cl[C:12]1[S:16][C:15]([C:17]([O:19][CH3:20])=[O:18])=[CH:14][C:13]=1[N+:21]([O-:23])=[O:22].C(=O)([O-])[O-].[K+].[K+]. Product: [Cl:2][C:3]1[CH:4]=[N:5][CH:6]=[C:7]([Cl:10])[C:8]=1[S:9][C:12]1[S:16][C:15]([C:17]([O:19][CH3:20])=[O:18])=[CH:14][C:13]=1[N+:21]([O-:23])=[O:22]. The catalyst class is: 11. (5) Reactant: [C:1]([N:4]1[CH2:9][CH2:8][N:7]([C:10]2[CH:17]=[CH:16][C:13]([CH:14]=O)=[CH:12][CH:11]=2)[CH2:6][CH2:5]1)(=[O:3])[CH3:2].[NH2:18][C:19]1[CH:27]=[C:26]([O:28][CH3:29])[CH:25]=[C:24]([O:30][CH3:31])[C:20]=1[C:21]([NH2:23])=[O:22].CC1C=CC(S(O)(=O)=O)=CC=1.OS([O-])=O.[Na+]. Product: [C:1]([N:4]1[CH2:9][CH2:8][N:7]([C:10]2[CH:17]=[CH:16][C:13]([C:14]3[NH:23][C:21](=[O:22])[C:20]4[C:19](=[CH:27][C:26]([O:28][CH3:29])=[CH:25][C:24]=4[O:30][CH3:31])[N:18]=3)=[CH:12][CH:11]=2)[CH2:6][CH2:5]1)(=[O:3])[CH3:2]. The catalyst class is: 287. (6) The catalyst class is: 13. Product: [ClH:1].[F:2][C:3]1[CH:49]=[CH:48][CH:47]=[CH:46][C:4]=1[CH2:5][NH:6][C:7](=[O:45])[CH2:8][CH:9]1[C:15](=[O:16])[N:14]([C:17]2[CH:18]=[CH:19][C:20]([CH2:23][NH2:24])=[CH:21][CH:22]=2)[C:13]2[CH:32]=[CH:33][CH:34]=[CH:35][C:12]=2[N:11]([CH2:36][C:37]2[CH:38]=[CH:39][C:40]([OH:43])=[CH:41][CH:42]=2)[C:10]1=[O:44]. Reactant: [ClH:1].[F:2][C:3]1[CH:49]=[CH:48][CH:47]=[CH:46][C:4]=1[CH2:5][NH:6][C:7](=[O:45])[CH2:8][CH:9]1[C:15](=[O:16])[N:14]([C:17]2[CH:22]=[CH:21][C:20]([CH2:23][NH:24]C(OC(C)(C)C)=O)=[CH:19][CH:18]=2)[C:13]2[CH:32]=[CH:33][CH:34]=[CH:35][C:12]=2[N:11]([CH2:36][C:37]2[CH:42]=[CH:41][C:40]([OH:43])=[CH:39][CH:38]=2)[C:10]1=[O:44].